Dataset: Catalyst prediction with 721,799 reactions and 888 catalyst types from USPTO. Task: Predict which catalyst facilitates the given reaction. (1) Reactant: C(OC([N:11]([CH2:14][C:15]1[CH:20]=[C:19]([C:21]([F:24])([F:23])[F:22])[CH:18]=[CH:17][C:16]=1[C:25]1[CH:30]=[CH:29][CH:28]=[C:27]([CH2:31][C:32]([OH:34])=[O:33])[CH:26]=1)[CH2:12][CH3:13])=O)C1C=CC=CC=1. Product: [CH2:12]([NH:11][CH2:14][C:15]1[CH:20]=[C:19]([C:21]([F:22])([F:24])[F:23])[CH:18]=[CH:17][C:16]=1[C:25]1[CH:30]=[CH:29][CH:28]=[C:27]([CH2:31][C:32]([OH:34])=[O:33])[CH:26]=1)[CH3:13]. The catalyst class is: 50. (2) Reactant: [OH:1][C:2]1[C:7]([C:8]#[N:9])=[CH:6][N:5]=[CH:4][CH:3]=1.[I:10]I.[OH-].[Na+]. Product: [OH:1][C:2]1[C:7]([C:8]#[N:9])=[CH:6][N:5]=[CH:4][C:3]=1[I:10]. The catalyst class is: 6. (3) Reactant: [N-:1]=[N+:2]=[N-:3].[Na+].[C:5]1([N:15]=[C:16]=[S:17])[C:14]2[C:9](=[CH:10][CH:11]=[CH:12][CH:13]=2)[CH:8]=[CH:7][CH:6]=1.Cl. Product: [C:5]1([N:15]2[C:16](=[S:17])[N:1]=[N:2][NH:3]2)[C:14]2[C:9](=[CH:10][CH:11]=[CH:12][CH:13]=2)[CH:8]=[CH:7][CH:6]=1. The catalyst class is: 38. (4) Reactant: [CH2:1]([O:8][C:9](=[O:21])[CH2:10][C:11]1[CH:16]=[CH:15][C:14]([C:17]([CH3:20])([CH3:19])[CH3:18])=[CH:13][CH:12]=1)[C:2]1[CH:7]=[CH:6][CH:5]=[CH:4][CH:3]=1.C([N-]C(C)C)(C)C.[Li+].[N+:30]([C:33]1[CH:40]=[CH:39][C:36]([CH2:37]Br)=[CH:35][CH:34]=1)([O-:32])=[O:31]. Product: [CH2:1]([O:8][C:9](=[O:21])[CH:10]([C:11]1[CH:16]=[CH:15][C:14]([C:17]([CH3:18])([CH3:20])[CH3:19])=[CH:13][CH:12]=1)[CH2:37][C:36]1[CH:39]=[CH:40][C:33]([N+:30]([O-:32])=[O:31])=[CH:34][CH:35]=1)[C:2]1[CH:3]=[CH:4][CH:5]=[CH:6][CH:7]=1. The catalyst class is: 7.